From a dataset of Full USPTO retrosynthesis dataset with 1.9M reactions from patents (1976-2016). Predict the reactants needed to synthesize the given product. (1) Given the product [CH3:2][C:3]([N:6]1[C:16]([CH:21]2[CH2:26][CH2:25][N:24]([C:27]([O:29][C:30]([CH3:33])([CH3:32])[CH3:31])=[O:28])[CH2:23][CH2:22]2)=[CH:17][C:18]([CH3:19])=[N:7]1)([CH3:5])[CH3:4], predict the reactants needed to synthesize it. The reactants are: Cl.[CH3:2][C:3]([NH:6][NH2:7])([CH3:5])[CH3:4].C(N(CC)CC)C.O=[C:16]([CH:21]1[CH2:26][CH2:25][N:24]([C:27]([O:29][C:30]([CH3:33])([CH3:32])[CH3:31])=[O:28])[CH2:23][CH2:22]1)[CH2:17][C:18](=O)[CH3:19]. (2) Given the product [I:1][C:2]1[CH:3]=[CH:4][C:5]([O:10][CH:11]2[CH2:16][CH2:15][CH2:14][CH2:13][CH2:12]2)=[C:6]([CH:9]=1)[CH:7]=[O:8], predict the reactants needed to synthesize it. The reactants are: [I:1][C:2]1[CH:3]=[CH:4][C:5]([OH:10])=[C:6]([CH:9]=1)[CH:7]=[O:8].[CH:11]1(OS(C)(=O)=O)[CH2:16][CH2:15][CH2:14][CH2:13][CH2:12]1.C(=O)([O-])[O-].[K+].[K+].